From a dataset of Peptide-MHC class I binding affinity with 185,985 pairs from IEDB/IMGT. Regression. Given a peptide amino acid sequence and an MHC pseudo amino acid sequence, predict their binding affinity value. This is MHC class I binding data. (1) The peptide sequence is PSEDEQQGH. The MHC is HLA-B07:02 with pseudo-sequence HLA-B07:02. The binding affinity (normalized) is 0.0847. (2) The peptide sequence is RKKARSTPF. The MHC is HLA-B08:01 with pseudo-sequence HLA-B08:01. The binding affinity (normalized) is 0.443. (3) The peptide sequence is RPYGKFRAM. The MHC is HLA-B15:01 with pseudo-sequence HLA-B15:01. The binding affinity (normalized) is 0.0847.